Dataset: Full USPTO retrosynthesis dataset with 1.9M reactions from patents (1976-2016). Task: Predict the reactants needed to synthesize the given product. (1) Given the product [CH2:1]([O:8][C:9]1[CH:14]=[N:38][N:12]([CH2:15][C:16]([C:18]2[CH:23]=[CH:22][C:21]([CH2:24][OH:25])=[CH:20][CH:19]=2)=[O:17])[C:11](=[O:26])[CH:10]=1)[C:2]1[CH:7]=[CH:6][CH:5]=[CH:4][CH:3]=1, predict the reactants needed to synthesize it. The reactants are: [CH2:1]([O:8][C:9]1[CH:14]=C[N:12]([CH2:15][C:16]([C:18]2[CH:23]=[CH:22][C:21]([CH2:24][OH:25])=[CH:20][CH:19]=2)=[O:17])[C:11](=[O:26])[CH:10]=1)[C:2]1[CH:7]=[CH:6][CH:5]=[CH:4][CH:3]=1.C(OC1C=N[NH:38]C(=O)C=1)C1C=CC=CC=1.BrCC(C1C=CC(CO)=CC=1)=O. (2) The reactants are: [NH2:1][C:2]1[N:3]([CH3:22])[C:4](=[O:21])[C@:5]2([N:20]=1)[C:14]1[CH:13]=[C:12](Br)[CH:11]=[CH:10][C:9]=1[O:8][C@H:7]1[CH2:16][CH2:17][O:18][CH2:19][C@H:6]21.[Cl:23][C:24]1[CH:25]=[C:26](B(O)O)[CH:27]=[N:28][CH:29]=1. Given the product [NH2:1][C:2]1[N:3]([CH3:22])[C:4](=[O:21])[C@:5]2([N:20]=1)[C:14]1[CH:13]=[C:12]([C:26]3[CH:27]=[N:28][CH:29]=[C:24]([Cl:23])[CH:25]=3)[CH:11]=[CH:10][C:9]=1[O:8][C@H:7]1[CH2:16][CH2:17][O:18][CH2:19][C@H:6]21, predict the reactants needed to synthesize it.